This data is from Forward reaction prediction with 1.9M reactions from USPTO patents (1976-2016). The task is: Predict the product of the given reaction. (1) Given the reactants [C:1]([C:4]1[O:8][C:7]([C:9]2[CH:10]=[C:11]([CH:15]=[CH:16][CH:17]=2)[C:12]([OH:14])=O)=[CH:6][CH:5]=1)(=[O:3])[CH3:2].C1C=CC2N(O)N=NC=2C=1.CCN=[C:31]=[N:32][CH2:33][CH2:34][CH2:35][N:36]([CH3:38])[CH3:37].CN1CCCNCC1.CCN(C(C)C)C(C)C, predict the reaction product. The product is: [CH3:37][N:36]1[CH2:35][CH2:34][CH2:33][N:32]([C:12]([C:11]2[CH:10]=[C:9]([C:7]3[O:8][C:4]([C:1](=[O:3])[CH3:2])=[CH:5][CH:6]=3)[CH:17]=[CH:16][CH:15]=2)=[O:14])[CH2:31][CH2:38]1. (2) The product is: [F:31][C:28]([F:29])([F:30])[C:26]1[N:25]=[CH:24][N:23]=[C:22]([NH:21][C:19](=[O:20])[NH:18][C:15]2[CH:16]=[CH:17][C:12]([O:11][C:9]3[CH:8]=[CH:7][N:6]=[C:5]([CH3:3])[CH:10]=3)=[CH:13][CH:14]=2)[CH:27]=1. Given the reactants CN[C:3]([C:5]1[CH:10]=[C:9]([O:11][C:12]2[CH:17]=[CH:16][C:15]([NH:18][C:19]([NH:21][C:22]3[CH:27]=[C:26]([C:28]([F:31])([F:30])[F:29])[N:25]=[CH:24][N:23]=3)=[O:20])=[C:14](F)[CH:13]=2)[CH:8]=[CH:7][N:6]=1)=O.CNC(C1C(OC2C=CC(N)=C(F)C=2)=CC=CN=1)=O.CC1C=C(OC2C=CC(N)=CC=2)C=CN=1, predict the reaction product. (3) The product is: [NH2:27][C:26]([C:25]([Cl:29])([Cl:28])[Cl:24])=[C:3]([C:1]#[N:2])[C:4]([NH:6][C:7]1[N:8]([C:13]2[CH:14]=[CH:15][CH:16]=[CH:17][CH:18]=2)[C:9]([CH3:12])=[N:10][CH:11]=1)=[O:5]. Given the reactants [C:1]([CH2:3][C:4]([NH:6][C:7]1[N:8]([C:13]2[CH:18]=[CH:17][CH:16]=[CH:15][CH:14]=2)[C:9]([CH3:12])=[N:10][CH:11]=1)=[O:5])#[N:2].C([O-])(=O)C.[Na+].[Cl:24][C:25]([Cl:29])([Cl:28])[C:26]#[N:27], predict the reaction product. (4) The product is: [CH3:44][C:43]1[O:42][C:41]([C:45]2[CH:50]=[CH:49][CH:48]=[CH:47][CH:46]=2)=[N:40][C:39]=1[CH2:38][O:37][C:36]1[CH:35]=[CH:34][C:11]([CH2:12][N:13]2[C:25]3[CH:24]=[CH:23][CH:22]=[C:21]([O:26][CH2:27][CH2:28][CH:29]([CH3:33])[C:30]([Cl:4])=[O:31])[C:20]=3[C:19]3[C:14]2=[CH:15][CH:16]=[CH:17][CH:18]=3)=[CH:10][C:9]=1[O:8][CH3:7]. Given the reactants C(Cl)(=O)C([Cl:4])=O.[CH3:7][O:8][C:9]1[CH:10]=[C:11]([CH:34]=[CH:35][C:36]=1[O:37][CH2:38][C:39]1[N:40]=[C:41]([C:45]2[CH:50]=[CH:49][CH:48]=[CH:47][CH:46]=2)[O:42][C:43]=1[CH3:44])[CH2:12][N:13]1[C:25]2[CH:24]=[CH:23][CH:22]=[C:21]([O:26][CH2:27][CH2:28][CH:29]([CH3:33])[C:30](O)=[O:31])[C:20]=2[C:19]2[C:14]1=[CH:15][CH:16]=[CH:17][CH:18]=2, predict the reaction product. (5) Given the reactants [C:1]1([CH2:7][CH2:8][CH2:9][N:10]2[CH2:15][CH2:14][N:13]([CH2:16][CH2:17][C:18](=[O:24])[CH2:19][CH2:20][CH2:21][CH2:22][CH3:23])[CH2:12][CH2:11]2)[CH:6]=[CH:5][CH:4]=[CH:3][CH:2]=1.[BH4-].[Na+].CC(C)=O, predict the reaction product. The product is: [C:1]1([CH2:7][CH2:8][CH2:9][N:10]2[CH2:11][CH2:12][N:13]([CH2:16][CH2:17][CH:18]([OH:24])[CH2:19][CH2:20][CH2:21][CH2:22][CH3:23])[CH2:14][CH2:15]2)[CH:2]=[CH:3][CH:4]=[CH:5][CH:6]=1. (6) Given the reactants [CH3:1][O:2][C:3](=[O:25])[CH:4]([CH2:17][CH2:18][C:19]1[CH:24]=[CH:23][CH:22]=[CH:21][CH:20]=1)[CH:5]([C:14]([OH:16])=O)[CH2:6][C:7]([O:9][C:10]([CH3:13])([CH3:12])[CH3:11])=[O:8].C1C=C[C:29]2N(O)N=[N:32][C:30]=2C=1.[C:36]1([C:45]2[CH:50]=[CH:49][CH:48]=[CH:47][CH:46]=2)[C:37](CCN)=[CH:38][CH:39]=[CH:40][CH:41]=1.CC(C)N=C=NC(C)C, predict the reaction product. The product is: [CH3:1][O:2][C:3](=[O:25])[CH:4]([CH2:17][CH2:18][C:19]1[CH:20]=[CH:21][CH:22]=[CH:23][CH:24]=1)[CH:5]([C:14](=[O:16])[NH:32][CH2:30][CH2:29][C:48]1[CH:47]=[CH:46][C:45]([C:36]2[CH:41]=[CH:40][CH:39]=[CH:38][CH:37]=2)=[CH:50][CH:49]=1)[CH2:6][C:7]([O:9][C:10]([CH3:12])([CH3:13])[CH3:11])=[O:8]. (7) Given the reactants [CH3:1][O:2][C:3]1[C:12]2[CH2:13][NH:14][C:15](=[O:16])[C:11]=2[C:10]([O:17][CH2:18][C:19]2[CH:24]=[CH:23][C:22]([O:25][CH3:26])=[CH:21][CH:20]=2)=[C:9]2[C:4]=1[CH:5]=[CH:6][CH:7]=[N:8]2.[H-].[Na+].[Cl:29][C:30]1[CH:31]=[C:32]([CH:35]=[C:36]([Cl:38])[CH:37]=1)[CH2:33]Cl.[I-].[Na+], predict the reaction product. The product is: [Cl:29][C:30]1[CH:31]=[C:32]([CH:35]=[C:36]([Cl:38])[CH:37]=1)[CH2:33][N:14]1[C:15](=[O:16])[C:11]2[C:10]([O:17][CH2:18][C:19]3[CH:24]=[CH:23][C:22]([O:25][CH3:26])=[CH:21][CH:20]=3)=[C:9]3[C:4]([CH:5]=[CH:6][CH:7]=[N:8]3)=[C:3]([O:2][CH3:1])[C:12]=2[CH2:13]1.